Dataset: Full USPTO retrosynthesis dataset with 1.9M reactions from patents (1976-2016). Task: Predict the reactants needed to synthesize the given product. (1) Given the product [CH:16]([O:15][C:13]1[CH:12]=[CH:11][N:10]=[C:9]([NH:8][C:6](=[O:7])[C:5]2[CH:19]=[CH:20][C:2]([B:35]3[O:36][C:37]([CH3:39])([CH3:38])[C:33]([CH3:49])([CH3:32])[O:34]3)=[CH:3][CH:4]=2)[CH:14]=1)([CH3:18])[CH3:17], predict the reactants needed to synthesize it. The reactants are: Br[C:2]1[CH:20]=[CH:19][C:5]([C:6]([NH:8][C:9]2[CH:14]=[C:13]([O:15][CH:16]([CH3:18])[CH3:17])[CH:12]=[CH:11][N:10]=2)=[O:7])=[CH:4][CH:3]=1.CC1C=CC(C(OC)=O)=CN=1.[CH3:32][C:33]1([CH3:49])[C:37]([CH3:39])([CH3:38])[O:36][B:35]([B:35]2[O:36][C:37]([CH3:39])([CH3:38])[C:33]([CH3:49])([CH3:32])[O:34]2)[O:34]1.C([O-])(=O)C.[K+]. (2) Given the product [O:24]=[C:19]1[CH2:23][CH2:22][CH:21]([C:10]2[C:9]3[C:13](=[C:14]([C:16]([NH2:18])=[O:17])[CH:15]=[C:7]([C:1]4[CH:6]=[CH:5][CH:4]=[CH:3][CH:2]=4)[CH:8]=3)[NH:12][CH:11]=2)[CH2:20]1, predict the reactants needed to synthesize it. The reactants are: [C:1]1([C:7]2[CH:8]=[C:9]3[C:13](=[C:14]([C:16]([NH2:18])=[O:17])[CH:15]=2)[NH:12][CH:11]=[CH:10]3)[CH:6]=[CH:5][CH:4]=[CH:3][CH:2]=1.[C:19]1(=[O:24])[CH2:23][CH2:22][CH:21]=[CH:20]1. (3) Given the product [C:42]([O:41][C@@H:40]1[C@H:50]([O:51][C:52](=[O:59])[C:53]2[CH:58]=[CH:57][CH:56]=[CH:55][CH:54]=2)[C@@H:60]([CH2:62][O:63][C:64](=[O:71])[C:65]2[CH:66]=[CH:67][CH:68]=[CH:69][CH:70]=2)[O:61][C@H:39]1[N:8]1[C:9]2[N:10]=[C:2]([Cl:1])[N:3]=[C:4]([NH2:11])[C:5]=2[N:6]=[CH:7]1)(=[O:49])[C:43]1[CH:48]=[CH:47][CH:46]=[CH:45][CH:44]=1, predict the reactants needed to synthesize it. The reactants are: [Cl:1][C:2]1[N:10]=[C:9]2[C:5]([NH:6][CH:7]=[N:8]2)=[C:4]([NH2:11])[N:3]=1.FC(F)(F)C(=N[Si](C)(C)C)O[Si](C)(C)C.S(O)(C(F)(F)F)(=O)=O.C(O[C@@H:39]1[O:61][C@H:60]([CH2:62][O:63][C:64](=[O:71])[C:65]2[CH:70]=[CH:69][CH:68]=[CH:67][CH:66]=2)[C@@H:50]([O:51][C:52](=[O:59])[C:53]2[CH:58]=[CH:57][CH:56]=[CH:55][CH:54]=2)[C@H:40]1[O:41][C:42](=[O:49])[C:43]1[CH:48]=[CH:47][CH:46]=[CH:45][CH:44]=1)(=O)C. (4) Given the product [C:23]([C:27]1[CH:31]=[C:30]([NH:32][C:33]([NH:19][C:18]2[CH:20]=[CH:21][CH:22]=[C:16]([O:15][C:6]3[C:5]4[C:10](=[CH:11][C:12]([O:13][CH3:14])=[C:3]([O:2][CH3:1])[CH:4]=4)[N:9]=[CH:8][N:7]=3)[CH:17]=2)=[O:34])[N:29]([C:42]2[CH:43]=[N:44][C:45]([CH3:48])=[CH:46][CH:47]=2)[N:28]=1)([CH3:26])([CH3:25])[CH3:24], predict the reactants needed to synthesize it. The reactants are: [CH3:1][O:2][C:3]1[CH:4]=[C:5]2[C:10](=[CH:11][C:12]=1[O:13][CH3:14])[N:9]=[CH:8][N:7]=[C:6]2[O:15][C:16]1[CH:17]=[C:18]([CH:20]=[CH:21][CH:22]=1)[NH2:19].[C:23]([C:27]1[CH:31]=[C:30]([NH:32][C:33](=O)[O:34]C2C=CC=CC=2)[N:29]([C:42]2[CH:43]=[N:44][C:45]([CH3:48])=[CH:46][CH:47]=2)[N:28]=1)([CH3:26])([CH3:25])[CH3:24].